This data is from Reaction yield outcomes from USPTO patents with 853,638 reactions. The task is: Predict the reaction yield, written as a fraction of the theoretical maximum amount of product (1.0 means a 100% yield; for example, 0.34 means a 34% yield). The reactants are Cl.[Cl:2][C:3]1[CH:8]=[C:7]([C:9]2[CH:14]=[CH:13][CH:12]=[C:11]([Cl:15])[CH:10]=2)[N:6]=[C:5]2[CH2:16][CH2:17][CH2:18][C:4]=12.[F:19][C:20]([F:30])([F:29])[CH2:21][C:22]1[CH:28]=[CH:27][C:25]([NH2:26])=[CH:24][CH:23]=1. No catalyst specified. The product is [ClH:2].[Cl:15][C:11]1[CH:10]=[C:9]([C:7]2[N:6]=[C:5]3[CH2:16][CH2:17][CH2:18][C:4]3=[C:3]([NH:26][C:25]3[CH:27]=[CH:28][C:22]([CH2:21][C:20]([F:19])([F:29])[F:30])=[CH:23][CH:24]=3)[CH:8]=2)[CH:14]=[CH:13][CH:12]=1. The yield is 0.620.